From a dataset of hERG Central: cardiac toxicity at 1µM, 10µM, and general inhibition. Predict hERG channel inhibition at various concentrations. (1) The molecule is COc1ccccc1NC(=O)c1ccc(NC(=O)CN2CCN(C(=O)c3ccco3)CC2)cc1. Results: hERG_inhib (hERG inhibition (general)): blocker. (2) The compound is COc1ccccc1NC(=O)COc1cc(Br)c(CNCCCN2CCOCC2)cc1OC. Results: hERG_inhib (hERG inhibition (general)): blocker.